Dataset: Drug-target binding data from BindingDB using IC50 measurements. Task: Regression. Given a target protein amino acid sequence and a drug SMILES string, predict the binding affinity score between them. We predict pIC50 (pIC50 = -log10(IC50 in M); higher means more potent). Dataset: bindingdb_ic50. (1) The small molecule is COc1ccccc1-c1cc(C(=O)Nc2cc(C)n(Cc3ccc(Cl)cc3)n2)no1. The target protein (P9WIL5) has sequence MTIPAFHPGELNVYSAPGDVADVSRALRLTGRRVMLVPTMGALHEGHLALVRAAKRVPGSVVVVSIFVNPMQFGAGEDLDAYPRTPDDDLAQLRAEGVEIAFTPTTAAMYPDGLRTTVQPGPLAAELEGGPRPTHFAGVLTVVLKLLQIVRPDRVFFGEKDYQQLVLIRQLVADFNLDVAVVGVPTVREADGLAMSSRNRYLDPAQRAAAVALSAALTAAAHAATAGAQAALDAARAVLDAAPGVAVDYLELRDIGLGPMPLNGSGRLLVAARLGTTRLLDNIAIEIGTFAGTDRPDGYRAILESHWRN. The pIC50 is 4.0. (2) The small molecule is CCc1cc(C2CCNCC2)ccc1Nc1ncc(C(F)(F)F)c(CCc2ccccc2CC(N)=O)n1. The target protein sequence is CNMRRPAHADIKTGYLSIIMDPGEVPLEEQCEYLSYDASQWEFPRERLHLGRVLGYGAFGKVVEASAFGIHKGSSCDTVAVKMLKEGATASEHRALMSELKILIHIGNHLNVVNLLGACTKPQGPLMVIVEFCKYGNLSNFLRAKRDAFSPCAEKSPEQRGRFRAMVELARLDRRRPGSSDRVLFARFSKTEGGARRASPDQEAEDLWLSPLTMEDLVCYSFQVARGMEFLASRKCIHRDLAARNILLSESDVVKICDFGLARDIYKDPDYVRKGSARLPLKWMAPESIFDKVYTTQSDVWSFGVLLWEIFSLGASPYPGVQINEEFCQRLRDGTRMRAPELATPAIRRIMLNCWSGDPKARPAFSELVEILGDLLQGRGLQEEEEVCMAPRSSQSSEEGSFSQVSTMALHIAQADAEDSPPSLQRHSLAARYYNWVSFPGCLARGAETRGSSRMKTFEEFPMTPTTYKGSVDNQTDSGMVLASEEFEQIE. The pIC50 is 5.9.